The task is: Predict which catalyst facilitates the given reaction.. This data is from Catalyst prediction with 721,799 reactions and 888 catalyst types from USPTO. (1) Reactant: [C:1]([OH:6])(=[O:5])[C:2]([CH3:4])=[CH2:3].C(C1C=C(C)C=C(C(C)(C)C)C=1O)(C)(C)C.C(N(CC)CC)C.[C:30]([Si:36]([CH2:42][CH:43]([CH3:45])[CH3:44])([CH2:38][CH:39]([CH3:41])[CH3:40])Cl)([CH:33]([CH3:35])[CH3:34])([CH3:32])[CH3:31]. Product: [C:1]([O:6][Si:36]([C:30]([CH:33]([CH3:35])[CH3:34])([CH3:31])[CH3:32])([CH2:38][CH:39]([CH3:40])[CH3:41])[CH2:42][CH:43]([CH3:45])[CH3:44])(=[O:5])[C:2]([CH3:4])=[CH2:3]. The catalyst class is: 11. (2) Reactant: [Br:1][C:2]1[CH:3]=[C:4]([CH:6]=[C:7]([CH3:9])[CH:8]=1)[NH2:5].[CH:10]([S:13](Cl)(=[O:15])=[O:14])([CH3:12])[CH3:11].N1C=CC=CC=1. Product: [Br:1][C:2]1[CH:3]=[C:4]([NH:5][S:13]([CH:10]([CH3:12])[CH3:11])(=[O:15])=[O:14])[CH:6]=[C:7]([CH3:9])[CH:8]=1. The catalyst class is: 2. (3) Reactant: [CH3:1][C:2]1[N:7]([C:8]2[CH:13]=[CH:12][CH:11]=[C:10]([C:14]([F:17])([F:16])[F:15])[CH:9]=2)[C:6](=[O:18])[C:5]([C:19](O)=[O:20])=[CH:4][C:3]=1[C:22]1[N:23]([CH3:27])[N:24]=[CH:25][CH:26]=1.CN(C(ON1N=NC2C=CC=CC1=2)=[N+](C)C)C.F[P-](F)(F)(F)(F)F.CCN(C(C)C)C(C)C.[NH2:61][CH2:62][C:63]1[O:67][N:66]=[C:65]([CH2:68][OH:69])[CH:64]=1. Product: [OH:69][CH2:68][C:65]1[CH:64]=[C:63]([CH2:62][NH:61][C:19]([C:5]2[C:6](=[O:18])[N:7]([C:8]3[CH:13]=[CH:12][CH:11]=[C:10]([C:14]([F:17])([F:15])[F:16])[CH:9]=3)[C:2]([CH3:1])=[C:3]([C:22]3[N:23]([CH3:27])[N:24]=[CH:25][CH:26]=3)[CH:4]=2)=[O:20])[O:67][N:66]=1. The catalyst class is: 12. (4) Reactant: [F:1][C:2]1[CH:3]=[C:4]([CH:27]=[CH:28][CH:29]=1)[CH2:5][O:6][C:7]1[CH:26]=[CH:25][C:10]([CH2:11][N:12]2[CH2:17][CH2:16][N:15](C(OC(C)(C)C)=O)[CH2:14][CH2:13]2)=[CH:9][CH:8]=1.[ClH:30].CCOC(C)=O. Product: [ClH:30].[ClH:30].[F:1][C:2]1[CH:3]=[C:4]([CH:27]=[CH:28][CH:29]=1)[CH2:5][O:6][C:7]1[CH:26]=[CH:25][C:10]([CH2:11][N:12]2[CH2:13][CH2:14][NH:15][CH2:16][CH2:17]2)=[CH:9][CH:8]=1. The catalyst class is: 5. (5) Reactant: [NH2:1][C@H:2]([C:26]([OH:28])=[O:27])[CH2:3][C:4](=[O:25])[NH:5][C:6]([C:19]1[CH:24]=[CH:23][CH:22]=[CH:21][CH:20]=1)([C:13]1[CH:18]=[CH:17][CH:16]=[CH:15][CH:14]=1)[C:7]1[CH:12]=[CH:11][CH:10]=[CH:9][CH:8]=1.[NH:29]([C:47]([O:49][CH2:50][C:51]1[CH:56]=[CH:55][CH:54]=[CH:53][CH:52]=1)=[O:48])[C@H:30]([C:32]([NH:34][C@H:35]([C:37](ON1C(=O)CCC1=O)=[O:38])[CH3:36])=[O:33])[CH3:31]. Product: [NH:29]([C:47]([O:49][CH2:50][C:51]1[CH:52]=[CH:53][CH:54]=[CH:55][CH:56]=1)=[O:48])[C@H:30]([C:32]([NH:34][C@H:35]([C:37]([NH:1][C@H:2]([C:26]([OH:28])=[O:27])[CH2:3][C:4](=[O:25])[NH:5][C:6]([C:13]1[CH:14]=[CH:15][CH:16]=[CH:17][CH:18]=1)([C:7]1[CH:8]=[CH:9][CH:10]=[CH:11][CH:12]=1)[C:19]1[CH:24]=[CH:23][CH:22]=[CH:21][CH:20]=1)=[O:38])[CH3:36])=[O:33])[CH3:31]. The catalyst class is: 39. (6) Reactant: C(OC([N:8]1[CH2:13][C@H:12]([CH2:14][N:15]2[CH2:19][C:18]([CH3:21])([CH3:20])[CH2:17][C:16]2=[O:22])[N:11]([CH2:23][C:24]([N:26]2[C:34]3[C:29](=[N:30][CH:31]=[C:32]([CH2:35][C:36]4[CH:41]=[CH:40][C:39]([F:42])=[CH:38][CH:37]=4)[CH:33]=3)[C:28]([CH3:44])([CH3:43])[CH2:27]2)=[O:25])[CH2:10][C@H:9]1[CH3:45])=O)(C)(C)C.[ClH:46].O1CCOCC1. Product: [ClH:46].[ClH:46].[F:42][C:39]1[CH:38]=[CH:37][C:36]([CH2:35][C:32]2[CH:33]=[C:34]3[N:26]([C:24](=[O:25])[CH2:23][N:11]4[CH2:10][C@@H:9]([CH3:45])[NH:8][CH2:13][C@@H:12]4[CH2:14][N:15]4[CH2:19][C:18]([CH3:20])([CH3:21])[CH2:17][C:16]4=[O:22])[CH2:27][C:28]([CH3:43])([CH3:44])[C:29]3=[N:30][CH:31]=2)=[CH:41][CH:40]=1. The catalyst class is: 13. (7) Reactant: [CH2:1]([O:5][CH2:6][CH2:7][O:8][C:9]1[CH:14]=[CH:13][C:12]([C:15]2[CH:16]=[CH:17][C:18]3[N:24]([CH2:25][CH2:26][CH3:27])[CH2:23][CH2:22][C:21]([C:28]([NH:30][C:31]4[CH:36]=[CH:35][C:34]([S:37][CH2:38][C:39]5[CH:40]=[N:41][CH:42]=[CH:43][CH:44]=5)=[C:33]([O:45][CH3:46])[CH:32]=4)=[O:29])=[CH:20][C:19]=3[CH:47]=2)=[CH:11][CH:10]=1)[CH2:2][CH2:3][CH3:4].ClC1C=CC=C(C(OO)=[O:56])C=1.S([O-])([O-])(=O)=S.[Na+].[Na+]. Product: [CH2:1]([O:5][CH2:6][CH2:7][O:8][C:9]1[CH:10]=[CH:11][C:12]([C:15]2[CH:16]=[CH:17][C:18]3[N:24]([CH2:25][CH2:26][CH3:27])[CH2:23][CH2:22][C:21]([C:28]([NH:30][C:31]4[CH:36]=[CH:35][C:34]([S:37]([CH2:38][C:39]5[CH:40]=[N:41][CH:42]=[CH:43][CH:44]=5)=[O:56])=[C:33]([O:45][CH3:46])[CH:32]=4)=[O:29])=[CH:20][C:19]=3[CH:47]=2)=[CH:13][CH:14]=1)[CH2:2][CH2:3][CH3:4]. The catalyst class is: 2.